Dataset: NCI-60 drug combinations with 297,098 pairs across 59 cell lines. Task: Regression. Given two drug SMILES strings and cell line genomic features, predict the synergy score measuring deviation from expected non-interaction effect. (1) Drug 1: CN(C)C1=NC(=NC(=N1)N(C)C)N(C)C. Synergy scores: CSS=-1.58, Synergy_ZIP=-2.41, Synergy_Bliss=-10.4, Synergy_Loewe=-10.5, Synergy_HSA=-10.5. Drug 2: CC1CCCC2(C(O2)CC(NC(=O)CC(C(C(=O)C(C1O)C)(C)C)O)C(=CC3=CSC(=N3)C)C)C. Cell line: SR. (2) Drug 1: C1=CC(=C2C(=C1NCCNCCO)C(=O)C3=C(C=CC(=C3C2=O)O)O)NCCNCCO. Drug 2: C1C(C(OC1N2C=NC(=NC2=O)N)CO)O. Cell line: OVCAR3. Synergy scores: CSS=37.4, Synergy_ZIP=1.59, Synergy_Bliss=0.851, Synergy_Loewe=6.46, Synergy_HSA=7.02. (3) Synergy scores: CSS=32.2, Synergy_ZIP=-12.6, Synergy_Bliss=-6.35, Synergy_Loewe=-2.06, Synergy_HSA=-0.552. Drug 2: C1C(C(OC1N2C=NC(=NC2=O)N)CO)O. Drug 1: C1=CC(=CC=C1CCC2=CNC3=C2C(=O)NC(=N3)N)C(=O)NC(CCC(=O)O)C(=O)O. Cell line: SNB-19. (4) Drug 1: COC1=NC(=NC2=C1N=CN2C3C(C(C(O3)CO)O)O)N. Drug 2: COC1=C2C(=CC3=C1OC=C3)C=CC(=O)O2. Cell line: TK-10. Synergy scores: CSS=5.80, Synergy_ZIP=-1.13, Synergy_Bliss=1.83, Synergy_Loewe=1.69, Synergy_HSA=1.99. (5) Drug 1: C1=C(C(=O)NC(=O)N1)N(CCCl)CCCl. Drug 2: CN1C2=C(C=C(C=C2)N(CCCl)CCCl)N=C1CCCC(=O)O.Cl. Cell line: SK-MEL-28. Synergy scores: CSS=6.00, Synergy_ZIP=-1.81, Synergy_Bliss=1.69, Synergy_Loewe=-7.06, Synergy_HSA=0.312. (6) Drug 1: CNC(=O)C1=CC=CC=C1SC2=CC3=C(C=C2)C(=NN3)C=CC4=CC=CC=N4. Drug 2: CC1CCC2CC(C(=CC=CC=CC(CC(C(=O)C(C(C(=CC(C(=O)CC(OC(=O)C3CCCCN3C(=O)C(=O)C1(O2)O)C(C)CC4CCC(C(C4)OC)O)C)C)O)OC)C)C)C)OC. Cell line: SK-MEL-28. Synergy scores: CSS=20.9, Synergy_ZIP=3.13, Synergy_Bliss=3.75, Synergy_Loewe=-7.24, Synergy_HSA=0.983. (7) Drug 1: C1=CC(=CC=C1CCC2=CNC3=C2C(=O)NC(=N3)N)C(=O)NC(CCC(=O)O)C(=O)O. Drug 2: CCCCC(=O)OCC(=O)C1(CC(C2=C(C1)C(=C3C(=C2O)C(=O)C4=C(C3=O)C=CC=C4OC)O)OC5CC(C(C(O5)C)O)NC(=O)C(F)(F)F)O. Cell line: IGROV1. Synergy scores: CSS=24.4, Synergy_ZIP=-6.75, Synergy_Bliss=0.960, Synergy_Loewe=1.38, Synergy_HSA=2.08.